Dataset: Peptide-MHC class I binding affinity with 185,985 pairs from IEDB/IMGT. Task: Regression. Given a peptide amino acid sequence and an MHC pseudo amino acid sequence, predict their binding affinity value. This is MHC class I binding data. (1) The peptide sequence is SVVIYDFLV. The MHC is HLA-A02:01 with pseudo-sequence HLA-A02:01. The binding affinity (normalized) is 0.994. (2) The peptide sequence is KELENEYYF. The MHC is HLA-B08:02 with pseudo-sequence HLA-B08:02. The binding affinity (normalized) is 0.0847.